Dataset: Reaction yield outcomes from USPTO patents with 853,638 reactions. Task: Predict the reaction yield, written as a fraction of the theoretical maximum amount of product (1.0 means a 100% yield; for example, 0.34 means a 34% yield). (1) The product is [F:28][C:23]1[CH:24]=[CH:25][CH:26]=[CH:27][C:22]=1[O:21][CH2:20][CH:16]1[CH2:17][CH2:18][CH2:19][N:14]([CH2:13][CH2:12][C:8]2[NH:7][C:6](=[O:5])[CH:11]=[N:10][CH:9]=2)[CH2:15]1. The reactants are C([O:5][C:6]1[CH:11]=[N:10][CH:9]=[C:8]([CH2:12][CH2:13][N:14]2[CH2:19][CH2:18][CH2:17][CH:16]([CH2:20][O:21][C:22]3[CH:27]=[CH:26][CH:25]=[CH:24][C:23]=3[F:28])[CH2:15]2)[N:7]=1)(C)(C)C.C(=O)(O)[O-].[Na+].ClCCl. The catalyst is C(OCC)(=O)C.Cl.C(OCC)(=O)C. The yield is 0.790. (2) The product is [Cl:2][C:3]1[CH:4]=[CH:5][C:6]([CH2:7][C:8]2([NH2:14])[CH2:9][CH2:10][N:11]([C:18]3[C:19]4[CH:26]=[CH:25][NH:24][C:20]=4[N:21]=[CH:22][N:23]=3)[CH2:12][CH2:13]2)=[CH:15][CH:16]=1. The reactants are Cl.[Cl:2][C:3]1[CH:16]=[CH:15][C:6]([CH2:7][C:8]2([NH2:14])[CH2:13][CH2:12][NH:11][CH2:10][CH2:9]2)=[CH:5][CH:4]=1.Cl[C:18]1[C:19]2[CH:26]=[CH:25][NH:24][C:20]=2[N:21]=[CH:22][N:23]=1.C(N(CC)CC)C. The catalyst is C(O)CCC. The yield is 0.490. (3) The reactants are [CH2:1]([N:8]1[CH2:13][CH2:12][NH:11][C@@H:10]([CH2:14][CH2:15][OH:16])[CH2:9]1)[C:2]1[CH:7]=[CH:6][CH:5]=[CH:4][CH:3]=1.[C:17](O[C:17]([O:19][C:20]([CH3:23])([CH3:22])[CH3:21])=[O:18])([O:19][C:20]([CH3:23])([CH3:22])[CH3:21])=[O:18]. The catalyst is ClCCl. The product is [C:20]([O:19][C:17]([N:11]1[CH2:12][CH2:13][N:8]([CH2:1][C:2]2[CH:3]=[CH:4][CH:5]=[CH:6][CH:7]=2)[CH2:9][CH:10]1[CH2:14][CH2:15][OH:16])=[O:18])([CH3:23])([CH3:22])[CH3:21]. The yield is 0.980.